Dataset: Full USPTO retrosynthesis dataset with 1.9M reactions from patents (1976-2016). Task: Predict the reactants needed to synthesize the given product. Given the product [Cl:6][C:7]1[CH:12]=[CH:11][C:10]([C:13]([C:14]2[CH:15]=[C:16]3[C:21](=[CH:22][CH:23]=2)[N:20]([CH3:24])[C:19](=[O:25])[CH:18]=[C:17]3[C:26]2[S:27][CH:28]=[C:29]([C:31]3[CH:36]=[CH:35][CH:34]=[CH:33][CH:32]=3)[N:30]=2)([C:37]2[N:41]([CH3:42])[CH:40]=[N:39][CH:38]=2)[NH:52][C:50](=[O:45])[CH3:51])=[CH:9][CH:8]=1, predict the reactants needed to synthesize it. The reactants are: OS(O)(=O)=O.[Cl:6][C:7]1[CH:12]=[CH:11][C:10]([C:13](O)([C:37]2[N:41]([CH3:42])[CH:40]=[N:39][CH:38]=2)[C:14]2[CH:15]=[C:16]3[C:21](=[CH:22][CH:23]=2)[N:20]([CH3:24])[C:19](=[O:25])[CH:18]=[C:17]3[C:26]2[S:27][CH:28]=[C:29]([C:31]3[CH:36]=[CH:35][CH:34]=[CH:33][CH:32]=3)[N:30]=2)=[CH:9][CH:8]=1.C([O-])([O-])=[O:45].[K+].[K+].[C:50](#[N:52])[CH3:51].